Predict the reaction yield, written as a fraction of the theoretical maximum amount of product (1.0 means a 100% yield; for example, 0.34 means a 34% yield). From a dataset of Reaction yield outcomes from USPTO patents with 853,638 reactions. (1) The reactants are [I-].[CH3:2][S+](C)(C)=O.[H-].[Na+].[F:9][C:10]([F:28])([F:27])[C:11]1[CH:16]=[CH:15][C:14]([N:17]2[CH2:22][CH2:21][N:20]([CH2:23][C:24](=[O:26])[CH3:25])[CH2:19][CH2:18]2)=[CH:13][CH:12]=1.O. The catalyst is CS(C)=O. The product is [CH3:25][C:24]1([CH2:23][N:20]2[CH2:19][CH2:18][N:17]([C:14]3[CH:13]=[CH:12][C:11]([C:10]([F:9])([F:27])[F:28])=[CH:16][CH:15]=3)[CH2:22][CH2:21]2)[CH2:2][O:26]1. The yield is 0.980. (2) The reactants are [F:1][C:2]1[CH:3]=[C:4](/[CH:8]=[CH:9]/[C:10]2[CH:15]=[CH:14][C:13]([NH2:16])=[CH:12][CH:11]=2)[CH:5]=[CH:6][CH:7]=1.[C:17]([OH:25])(=[O:24])[C:18]([CH2:20][C:21](O)=[O:22])=[CH2:19]. No catalyst specified. The product is [F:1][C:2]1[CH:3]=[C:4](/[CH:8]=[CH:9]/[C:10]2[CH:11]=[CH:12][C:13]([N:16]3[C:21](=[O:22])[CH2:20][CH:18]([C:17]([OH:25])=[O:24])[CH2:19]3)=[CH:14][CH:15]=2)[CH:5]=[CH:6][CH:7]=1. The yield is 0.620. (3) The reactants are [OH:1][C:2]([C:33]1[S:34][CH:35]=[CH:36][CH:37]=1)([C:28]1[S:29][CH:30]=[CH:31][CH:32]=1)[C:3]([O:5][C@H:6]1[CH2:11][CH2:10][C@H:9]([N:12]([CH2:14][CH2:15][CH2:16][N:17]2[C:25]3[C:20](=[CH:21][C:22]([CH:26]=O)=[CH:23][CH:24]=3)[CH:19]=[CH:18]2)[CH3:13])[CH2:8][CH2:7]1)=[O:4].C(O)(=O)C.[NH2:42][CH2:43][C@@H:44]([C:53]1[CH:62]=[CH:61][C:60]([OH:63])=[C:59]2[C:54]=1[CH:55]=[CH:56][C:57](=[O:64])[NH:58]2)[O:45][Si:46]([C:49]([CH3:52])([CH3:51])[CH3:50])([CH3:48])[CH3:47].C(O[BH-](OC(=O)C)OC(=O)C)(=O)C.[Na+].C(=O)([O-])O.[Na+]. The catalyst is CO.C1COCC1. The product is [OH:1][C:2]([C:33]1[S:34][CH:35]=[CH:36][CH:37]=1)([C:28]1[S:29][CH:30]=[CH:31][CH:32]=1)[C:3]([O:5][C@H:6]1[CH2:11][CH2:10][C@H:9]([N:12]([CH2:14][CH2:15][CH2:16][N:17]2[C:25]3[C:20](=[CH:21][C:22]([CH2:26][NH:42][CH2:43][C@H:44]([O:45][Si:46]([C:49]([CH3:52])([CH3:51])[CH3:50])([CH3:47])[CH3:48])[C:53]4[CH:62]=[CH:61][C:60]([OH:63])=[C:59]5[C:54]=4[CH:55]=[CH:56][C:57](=[O:64])[NH:58]5)=[CH:23][CH:24]=3)[CH:19]=[CH:18]2)[CH3:13])[CH2:8][CH2:7]1)=[O:4]. The yield is 0.940. (4) The reactants are C[Si]([N-][Si](C)(C)C)(C)C.[Na+].[CH2:11]([SH:15])[CH2:12][CH2:13][CH3:14].[CH3:16][C:17]1[CH:18]=[C:19]([C:34]2[S:38][C:37]([N:39]3[CH2:45][CH2:44][CH2:43][NH:42][C:41](=[O:46])[CH2:40]3)=[N:36][CH:35]=2)[CH:20]=[C:21]([NH:23][C:24]2[N:29]=[C:28](S(C)(=O)=O)[CH:27]=[CH:26][N:25]=2)[CH:22]=1. The catalyst is CN(C=O)C.C(OCC)(=O)C. The product is [CH2:11]([S:15][C:26]1[CH:27]=[CH:28][N:29]=[C:24]([NH:23][C:21]2[CH:20]=[C:19]([C:34]3[S:38][C:37]([N:39]4[CH2:45][CH2:44][CH2:43][NH:42][C:41](=[O:46])[CH2:40]4)=[N:36][CH:35]=3)[CH:18]=[C:17]([CH3:16])[CH:22]=2)[N:25]=1)[CH2:12][CH2:13][CH3:14]. The yield is 0.480. (5) The reactants are [Br:1][C:2]1[CH:7]=[CH:6][C:5]([C@@H:8]2[NH:12][C@H:11]([C:13]([O:15][CH3:16])=[O:14])[CH2:10][CH2:9]2)=[CH:4][CH:3]=1.[C:17](O[C:17]([O:19][C:20]([CH3:23])([CH3:22])[CH3:21])=[O:18])([O:19][C:20]([CH3:23])([CH3:22])[CH3:21])=[O:18]. The catalyst is C(Cl)Cl. The product is [Br:1][C:2]1[CH:3]=[CH:4][C:5]([C@@H:8]2[N:12]([C:17]([O:19][C:20]([CH3:23])([CH3:22])[CH3:21])=[O:18])[C@H:11]([C:13]([O:15][CH3:16])=[O:14])[CH2:10][CH2:9]2)=[CH:6][CH:7]=1. The yield is 0.730. (6) The reactants are [CH2:1]([O:8][C:9]1[CH:26]=[C:25]([CH2:27][CH3:28])[CH:24]=[CH:23][C:10]=1[O:11][C:12]1[CH:17]=[CH:16][C:15]([S:18](Cl)(=[O:20])=[O:19])=[CH:14][C:13]=1[F:22])[C:2]1[CH:7]=[CH:6][CH:5]=[CH:4][CH:3]=1.N.[CH2:30]([NH2:33])[CH2:31][CH3:32]. No catalyst specified. The product is [CH2:1]([O:8][C:9]1[CH:26]=[C:25]([CH2:27][CH3:28])[CH:24]=[CH:23][C:10]=1[O:11][C:12]1[CH:17]=[CH:16][C:15]([S:18]([NH:33][CH2:30][CH2:31][CH3:32])(=[O:20])=[O:19])=[CH:14][C:13]=1[F:22])[C:2]1[CH:7]=[CH:6][CH:5]=[CH:4][CH:3]=1. The yield is 0.410. (7) The reactants are [N+:1]([C:4]12S[CH:9]1[CH:8]=[CH:7][CH:6]1[S:11][CH:5]21)([O-:3])=[O:2].[BH4-].[Na+].Cl. The catalyst is C1COCC1. The yield is 0.830. The product is [N+:1]([C:4]1[CH:5]=[C:6]([SH:11])[CH:7]=[CH:8][CH:9]=1)([O-:3])=[O:2]. (8) The reactants are [CH3:1][N:2]([CH3:38])[CH:3]1[CH2:8][CH2:7][N:6]([CH2:9][C:10]2[S:18][C:17]3[C:16]([N:19]4[CH2:24][CH2:23][O:22][CH2:21][CH2:20]4)=[N:15][C:14]([Sn](CCCC)(CCCC)CCCC)=[N:13][C:12]=3[CH:11]=2)[CH2:5][CH2:4]1.Br[C:40]1[N:45]2[CH:46]=[CH:47][N:48]=[C:44]2[CH:43]=[CH:42][CH:41]=1. The catalyst is C1COCC1.C1C=CC([P]([Pd]([P](C2C=CC=CC=2)(C2C=CC=CC=2)C2C=CC=CC=2)([P](C2C=CC=CC=2)(C2C=CC=CC=2)C2C=CC=CC=2)[P](C2C=CC=CC=2)(C2C=CC=CC=2)C2C=CC=CC=2)(C2C=CC=CC=2)C2C=CC=CC=2)=CC=1.[Cu]I. The product is [N:48]1[CH:47]=[CH:46][N:45]2[C:40]([C:14]3[N:15]=[C:16]([N:19]4[CH2:24][CH2:23][O:22][CH2:21][CH2:20]4)[C:17]4[S:18][C:10]([CH2:9][N:6]5[CH2:5][CH2:4][CH:3]([N:2]([CH3:38])[CH3:1])[CH2:8][CH2:7]5)=[CH:11][C:12]=4[N:13]=3)=[CH:41][CH:42]=[CH:43][C:44]=12. The yield is 0.630. (9) The reactants are [CH3:1][O:2][C:3](=[O:12])[C:4]1[CH:9]=[C:8]([OH:10])[CH:7]=[C:6]([OH:11])[CH:5]=1.C(=O)([O-])[O-].[K+].[K+].C1OCCOCCOCCOCCOCCOC1.[CH2:37](Br)[C:38]1[CH:43]=[CH:42][CH:41]=[CH:40][CH:39]=1. The catalyst is CC(C)=O. The product is [CH3:1][O:2][C:3](=[O:12])[C:4]1[CH:5]=[C:6]([OH:11])[CH:7]=[C:8]([O:10][CH2:37][C:38]2[CH:43]=[CH:42][CH:41]=[CH:40][CH:39]=2)[CH:9]=1. The yield is 0.260. (10) The reactants are [Si]([O:18][CH:19]1[CH2:24][CH:23]2[CH:21]([CH:22]2[C:25]2[N:29]([CH:30]([CH3:32])[CH3:31])[N:28]=[C:27]([I:33])[CH:26]=2)[CH2:20]1)(C(C)(C)C)(C1C=CC=CC=1)C1C=CC=CC=1.F.F.F.C(N(CC)CC)C.C(=O)(O)[O-].[Na+]. The catalyst is O1CCCC1. The product is [I:33][C:27]1[CH:26]=[C:25]([CH:22]2[CH:21]3[CH:23]2[CH2:24][CH:19]([OH:18])[CH2:20]3)[N:29]([CH:30]([CH3:32])[CH3:31])[N:28]=1. The yield is 1.00.